The task is: Binary Classification. Given a miRNA mature sequence and a target amino acid sequence, predict their likelihood of interaction.. This data is from Experimentally validated miRNA-target interactions with 360,000+ pairs, plus equal number of negative samples. (1) The miRNA is hsa-miR-488-5p with sequence CCCAGAUAAUGGCACUCUCAA. The protein sequence of the target gene is MRAVLAREMDGRRVLGRFWSGWRRGLGVRPVPEDAGFGTEARHQRQPRGSCQRSGPLGDQPFAGLLPKNLSREELVDALRAAVVDRKGPLVTLNKPQGLPVTGKPGELTLFSVLPELSQSLGLREQELQVVRASGKESSGLVLLSSCPQTASRLQKYFTHARRAQRPTATYCAVTDGIPAASEGKIQAALKLEHIDGVNLTVPVKAPSRKDILEGVKKTLSHFRVVATGSGCALVQLQPLTVFSSQLQVHMVLQLCPVLGDHMYSARVGTVLGQRFLLPAENNKPQRQVLDEALLRRLHL.... Result: 0 (no interaction). (2) The miRNA is mmu-miR-379-5p with sequence UGGUAGACUAUGGAACGUAGG. The protein sequence of the target gene is MEWNGLKMIISTMEPQVSNGPTSNTSNGPSSNNRNCPSPMQTGATTDDSKTNLIVNYLPQNMTQEEFRSLFGSIGEIESCKLVRDKITGQSLGYGFVNYIDPKDAEKAINTLNGLRLQTKTIKVSYARPSSASIRDANLYVSGLPKTMTQKELEQLFSQYGRIITSRILVDQVTGVSRGVGFIRFDKRIEAEEAIKGLNGQKPSGATEPITVKFANNPSQKSSQALLSQLYQSPNRRYPGPLHHQAQRFRLDNLLNMAYGVKRLMSGPVPPSACPPRFSPITIDGMTSLVGMNIPGHTGT.... Result: 0 (no interaction). (3) The miRNA is hsa-miR-3918 with sequence ACAGGGCCGCAGAUGGAGACU. The protein sequence of the target gene is MATRGTVTDFPGFDGRADAEVLRKAMKGLGTDEDSILNLLTSRSNAQRQEIAQEFKTLFGRDLVDDLKSELTGKFEKLIVAMMKPSRLYDAYELKHALKGAGTDEKVLTEIIASRTPEELSAIKQVYEEEYGSNLEDDVVGDTSGYYQRMLVVLLQANRDPDTAIDDAQVELDAQALFQAGELKWGTDEEKFITIFGTRSVSHLRRVFDKYMTISGFQIEETIDRETSGNLEQLLLAVVKSIRSIPAYLAETLYYAMKGAGTDDHTLIRVVVSRSEIDLFNIRKEFRKNFATSLYSMIKG.... Result: 0 (no interaction). (4) The miRNA is mmu-miR-145a-5p with sequence GUCCAGUUUUCCCAGGAAUCCCU. The protein sequence of the target gene is MTTHVTLEDALSNVDLLEELPLPDQQPCIEPPPSSIMYQANFDTNFEDRNAFVTGIARYIEQATVHSSMNEMLEEGHEYAVMLYTWRSCSRAIPQVKCNEQPNRVEIYEKTVEVLEPEVTKLMKFMYFQRKAIERFCSEVKRLCHAERRKDFVSEAYLLTLGKFINMFAVLDELKNMKCSVKNDHSAYKRAAQFLRKMADPQSIQESQNLSMFLANHNRITQCLHQQLEVIPGYEELLADIVNICVDYYENKMYLTPSEKHMLLKVMGFGLYLMDGNVSNIYKLDAKKRINLSKIDKFFK.... Result: 0 (no interaction). (5) The miRNA is rno-miR-140-3p with sequence UACCACAGGGUAGAACCACGG. The protein sequence of the target gene is MAALCRTRAVAAESHFLRVFLFFRPFRGVGTESGSESGSSNAKEPKTRAGGFASALERHSELLQKVEPLQKGSPKNVESFASMLRHSPLTQMGPAKDKLVIGRIFHIVENDLYIDFGGKFHCVCRRPEVDGEKYQKGTRVRLRLLDLELTSRFLGATTDTTVLEANAVLLGIQESKDSRSKEEHHEK. Result: 0 (no interaction). (6) The miRNA is mmu-miR-382-3p with sequence UCAUUCACGGACAACACUUUUU. The protein sequence of the target gene is MPFGLKLRRTRRYNVLSKNCFVTRIRLLDSNVIECTLSVESTGQECLEAVAQRLELRETHYFGLWFLSKSQQARWVELEKPLKKHLDKFANEPLLFFGVMFYVPNVSRLQQEATRYQYYLQVKKDVLEGRLRCSLEQVIRLAGLAVQADFGDYNQFDSQEFLREYVLFPMDLAMEEAALEELTQKVAQEHKAHSGILPAEAELMYINEVERLDGFGQEIFPVKDSHGNSVHLGIFFMGIFVRNRVGRQAVIYRWNDIGSVTHSKAAILLELIDKEETALFHTDDIENAKYISRLFTTRHK.... Result: 0 (no interaction). (7) The miRNA is hsa-miR-193a-3p with sequence AACUGGCCUACAAAGUCCCAGU. The protein sequence of the target gene is MALKNVPFRSEVLAWNSDNLADYFRKLNYRDCEKAVKKYHIDGARFLNLTENDIQKFPKLRMPLLSKLSQDINKNEERRSIFTRKPQIPRFLEETESHEEDDGGWSSFEDDYESPNDDDPDGEDDGDYESPNEEEQALVDDAADYEPPPSNNEEALQSSILPPNSFHNTNSMYIDRPPTGKVSQQPPVPPLRPKPALPPLPTGRNHSPLSPPHPNHEEPSRSGNNKTAKLPAPSIDRSTKPPLDRSLAPLDREPFILGKKPPFSDKPSAPLGREHLPKIQKPPLPPAMDRHERNERLGPV.... Result: 0 (no interaction). (8) The miRNA is mmu-miR-412-5p with sequence UGGUCGACCAGCUGGAAAGUAAU. The protein sequence of the target gene is MSLGQRLALLASRLQEPQRVASFQRLCGVEVPLSSPAADEDAETEVRGAPGEPRRRGRQPGAEDSPAKADCCGAPNGVRNGLAAEPGPTGPRRAGSQRRNSLTGEEGELVKVSNLPLYYLFCLGTELGNELFYILFFPFWIWNLDPFVGRRLVIIWVLVMYLGQCTKDIIRWPRPASPPVIKLEVFYNSEYSMPSTHAMSGTAIPIAMFLLTYGRWQYPLIYGLILIPCWSSLVCLSRIYMGMHSILDVIAGFLYTILILIIFYPLVDLIDNFNQTYKYAPLIIIGLHLILGIFSFTLDT.... Result: 0 (no interaction). (9) The miRNA is hsa-miR-6069 with sequence GGGCUAGGGCCUGCUGCCCCC. The protein sequence of the target gene is MIARQQCVRGGPRGFSCGSAIVGGGKRGAFSSVSMSGGAGRCSSGGFGSRSLYNLRGNKSISMSVAGSRQGACFGGAGGFGTGGFGGGFGGSFSGKGGPGFPVCPAGGIQEVTINQSLLTPLHVEIDPEIQKVRTEEREQIKLLNNKFASFIDKVQFLEQQNKVLETKWNLLQQQTTTTSSKNLEPLFETYLSVLRKQLDTLGNDKGRLQSELKTMQDSVEDFKTKYEEEINKRTAAENDFVVLKKDVDAAYLNKVELEAKVDSLNDEINFLKVLYDAELSQMQTHVSDTSVVLSMDNNR.... Result: 0 (no interaction). (10) The miRNA is mmu-miR-5110 with sequence GGAGGAGGUAGAGGGUGGUGGAAUU. The protein sequence of the target gene is MDDQGCPRCKTTKYRNPSLKLMVNVCGHTLCESCVDLLFVRGAGNCPECGTPLRKSNFRVQLFEDPTVDKEVEIRKKVLKIYNKREEDFPSLREYNDFLEEVEEIVFNLTNNVDLENTKKKMEIYQKENKDVIQKNKLKLTREQEELEEALEVERQEHEQRRLFIQKEEELQQALKRKNKQAFLDELESSDLPVALLLAQHKDRSTQLEMQLEKPRSMKPVTFSTGIKMGQQISLAPIQKLEEALYEYQPLQIETCGPQVPEQELLGRLGYLNHVRAASPQDLAGGYTSSLACHRALQDA.... Result: 1 (interaction).